From a dataset of Forward reaction prediction with 1.9M reactions from USPTO patents (1976-2016). Predict the product of the given reaction. (1) Given the reactants NC[C:3]1[CH:17]=[CH:16][C:6]([C:7]([NH:9]C2C=NC=CC=2)=[O:8])=[CH:5][CH:4]=1.S1C=CC=C1S(Cl)(=O)=O, predict the reaction product. The product is: [C:7]([NH2:9])(=[O:8])[C:6]1[CH:16]=[CH:17][CH:3]=[CH:4][CH:5]=1. (2) Given the reactants [CH2:1]([O:3][C:4]([C:6]1([C:9]2[CH:14]=[CH:13][C:12]([C:15]3[CH:20]=[CH:19][C:18]([C:21]4[S:22][CH:23]=[CH:24][C:25]=4[NH:26][C:27]([O:29][CH:30]([C:32]4[CH:37]=[CH:36][CH:35]=[CH:34][C:33]=4[Cl:38])[CH3:31])=[O:28])=[CH:17][CH:16]=3)=[CH:11][CH:10]=2)[CH2:8][CH2:7]1)=[O:5])[CH3:2].[Cl:39]N1C(=O)CCC1=O.C1(C)C=CC=CC=1.O, predict the reaction product. The product is: [CH2:1]([O:3][C:4]([C:6]1([C:9]2[CH:10]=[CH:11][C:12]([C:15]3[CH:20]=[CH:19][C:18]([C:21]4[S:22][C:23]([Cl:39])=[CH:24][C:25]=4[NH:26][C:27]([O:29][CH:30]([C:32]4[CH:37]=[CH:36][CH:35]=[CH:34][C:33]=4[Cl:38])[CH3:31])=[O:28])=[CH:17][CH:16]=3)=[CH:13][CH:14]=2)[CH2:7][CH2:8]1)=[O:5])[CH3:2]. (3) Given the reactants [Li][CH3:2].C[Si](Cl)(C)C.[CH2:8]([O:10][C:11](=[O:28])[CH:12]=[CH:13][C@@H:14]1[CH2:18][C:17]([F:20])([F:19])[CH2:16][N:15]1[C:21]([O:23][C:24]([CH3:27])([CH3:26])[CH3:25])=[O:22])[CH3:9], predict the reaction product. The product is: [CH2:8]([O:10][C:11](=[O:28])[CH2:12][CH:13]([C@@H:14]1[CH2:18][C:17]([F:20])([F:19])[CH2:16][N:15]1[C:21]([O:23][C:24]([CH3:27])([CH3:26])[CH3:25])=[O:22])[CH3:2])[CH3:9]. (4) Given the reactants Br[CH2:2][C:3]1[C:4]([CH3:19])=[N:5][C:6]([C:9]2[CH:14]=[CH:13][C:12]([C:15]([CH3:18])([CH3:17])[CH3:16])=[CH:11][CH:10]=2)=[CH:7][CH:8]=1.[C:20](#[N:22])C, predict the reaction product. The product is: [C:15]([C:12]1[CH:13]=[CH:14][C:9]([C:6]2[N:5]=[C:4]([CH3:19])[C:3]([CH2:2][C:20]#[N:22])=[CH:8][CH:7]=2)=[CH:10][CH:11]=1)([CH3:18])([CH3:17])[CH3:16]. (5) Given the reactants Cl[C:2]1[C:3]([NH2:9])=[N:4][CH:5]=[N:6][C:7]=1Cl.[NH2:10][C:11]1[CH:12]=[C:13]([OH:17])[CH:14]=[CH:15][CH:16]=1.CC1(C)C(C)(C)OB([C:26]2[CH:27]=[N:28][N:29]([CH2:31][C:32]3[CH:39]=[CH:38][C:35]([C:36]#[N:37])=[CH:34][CH:33]=3)[CH:30]=2)O1.[C:41](Cl)(=[O:44])[CH:42]=[CH2:43], predict the reaction product. The product is: [NH2:9][C:3]1[N:4]=[CH:5][N:6]=[C:7]([O:17][C:13]2[CH:12]=[C:11]([NH:10][C:41](=[O:44])[CH:42]=[CH2:43])[CH:16]=[CH:15][CH:14]=2)[C:2]=1[C:26]1[CH:27]=[N:28][N:29]([CH2:31][C:32]2[CH:33]=[CH:34][C:35]([C:36]#[N:37])=[CH:38][CH:39]=2)[CH:30]=1. (6) Given the reactants Br[C:2]1[CH:7]=[CH:6][C:5]([N:8]([CH2:11][CH3:12])[CH2:9][CH3:10])=[C:4]([C:13]([CH3:16])([CH3:15])[CH3:14])[CH:3]=1.[Li]CCCC.CN([CH:25]=[O:26])C.[Cl-].[NH4+], predict the reaction product. The product is: [C:13]([C:4]1[CH:3]=[C:2]([CH:7]=[CH:6][C:5]=1[N:8]([CH2:11][CH3:12])[CH2:9][CH3:10])[CH:25]=[O:26])([CH3:16])([CH3:15])[CH3:14]. (7) Given the reactants Cl.[CH3:2][O:3][C:4]1[CH:9]=[CH:8][C:7]([C:10]2[N:14]([C:15]3[CH:24]=[CH:23][C:18]([O:19][CH2:20][CH2:21][NH2:22])=[CH:17][CH:16]=3)[N:13]=[C:12]([C:25]([F:28])([F:27])[F:26])[CH:11]=2)=[CH:6][CH:5]=1.[O-:29][C:30]#[N:31].[Na+], predict the reaction product. The product is: [CH3:2][O:3][C:4]1[CH:5]=[CH:6][C:7]([C:10]2[N:14]([C:15]3[CH:24]=[CH:23][C:18]([O:19][CH2:20][CH2:21][NH:22][C:30]([NH2:31])=[O:29])=[CH:17][CH:16]=3)[N:13]=[C:12]([C:25]([F:28])([F:26])[F:27])[CH:11]=2)=[CH:8][CH:9]=1.